From a dataset of Catalyst prediction with 721,799 reactions and 888 catalyst types from USPTO. Predict which catalyst facilitates the given reaction. Reactant: C[O:2][C:3]1[CH:4]=[C:5]([CH3:12])[C:6]2[CH:10]=[CH:9][S:8][C:7]=2[CH:11]=1.Cl.N1C=CC=CC=1. Product: [CH3:12][C:5]1[C:6]2[CH:10]=[CH:9][S:8][C:7]=2[CH:11]=[C:3]([OH:2])[CH:4]=1. The catalyst class is: 6.